Dataset: Reaction yield outcomes from USPTO patents with 853,638 reactions. Task: Predict the reaction yield, written as a fraction of the theoretical maximum amount of product (1.0 means a 100% yield; for example, 0.34 means a 34% yield). The reactants are Br[C:2]1[CH:3]=[C:4]2[C:11]3([O:15][N:14]([CH3:16])[C:13]([NH2:17])=[N:12]3)[CH2:10][CH:9]([CH:18]3[CH2:23][CH2:22][CH2:21][O:20][CH2:19]3)[O:8][C:5]2=[CH:6][CH:7]=1.[F:24][C:25]1[CH:26]=[C:27](B(O)O)[CH:28]=[C:29]([F:31])[CH:30]=1.C([O-])([O-])=O.[Cs+].[Cs+]. The catalyst is O1CCOCC1.Cl[Pd](Cl)([P](C1C=CC=CC=1)(C1C=CC=CC=1)C1C=CC=CC=1)[P](C1C=CC=CC=1)(C1C=CC=CC=1)C1C=CC=CC=1. The product is [F:24][C:25]1[CH:26]=[C:27]([C:2]2[CH:3]=[C:4]3[C:11]4([O:15][N:14]([CH3:16])[C:13]([NH2:17])=[N:12]4)[CH2:10][CH:9]([CH:18]4[CH2:23][CH2:22][CH2:21][O:20][CH2:19]4)[O:8][C:5]3=[CH:6][CH:7]=2)[CH:28]=[C:29]([F:31])[CH:30]=1. The yield is 0.300.